From a dataset of CYP2D6 inhibition data for predicting drug metabolism from PubChem BioAssay. Regression/Classification. Given a drug SMILES string, predict its absorption, distribution, metabolism, or excretion properties. Task type varies by dataset: regression for continuous measurements (e.g., permeability, clearance, half-life) or binary classification for categorical outcomes (e.g., BBB penetration, CYP inhibition). Dataset: cyp2d6_veith. The molecule is O=C(NCc1cccnc1)[C@H]1[C@@H]2CC[C@@H](O2)[C@@H]1C(=O)O. The result is 0 (non-inhibitor).